This data is from CYP2C19 inhibition data for predicting drug metabolism from PubChem BioAssay. The task is: Regression/Classification. Given a drug SMILES string, predict its absorption, distribution, metabolism, or excretion properties. Task type varies by dataset: regression for continuous measurements (e.g., permeability, clearance, half-life) or binary classification for categorical outcomes (e.g., BBB penetration, CYP inhibition). Dataset: cyp2c19_veith. (1) The drug is N#Cc1ccc(CN2CCCC3(CCN(C(=O)c4cc(C(F)(F)F)cc(C(F)(F)F)c4)CC3)C2)cc1. The result is 0 (non-inhibitor). (2) The molecule is O=C(O)C[C@H]1NCc2cc3ccccc3nc21. The result is 0 (non-inhibitor).